The task is: Predict the product of the given reaction.. This data is from Forward reaction prediction with 1.9M reactions from USPTO patents (1976-2016). (1) Given the reactants C(N(CC)CC)C.[CH2:8]([N:15]1[CH2:19][CH:18]([CH2:20][OH:21])[CH2:17][C:16]1=[O:22])[C:9]1[CH:14]=[CH:13][CH:12]=[CH:11][CH:10]=1, predict the reaction product. The product is: [CH2:8]([N:15]1[C:16](=[O:22])[CH2:17][CH:18]([CH:20]=[O:21])[CH2:19]1)[C:9]1[CH:10]=[CH:11][CH:12]=[CH:13][CH:14]=1. (2) Given the reactants [CH2:1]1[C:11]2=[C:12]3[C:7](=[CH:8][CH:9]=[CH:10]2)[C:6]([N:13]2[CH2:18][CH2:17][NH:16][C@H:15]([CH3:19])[CH2:14]2)=[CH:5][CH:4]=[C:3]3[CH2:2]1.CS(O[CH2:25][CH2:26][C@H:27]1[C:32]2[CH:33]=[CH:34][C:35]([C:37]([NH2:39])=[O:38])=[CH:36][C:31]=2[CH2:30][CH2:29][O:28]1)(=O)=O.C(=O)([O-])[O-].[K+].[K+].[I-].[K+], predict the reaction product. The product is: [CH2:1]1[C:11]2=[C:12]3[C:7](=[CH:8][CH:9]=[CH:10]2)[C:6]([N:13]2[CH2:18][CH2:17][N:16]([CH2:25][CH2:26][C@H:27]4[C:32]5[CH:33]=[CH:34][C:35]([C:37]([NH2:39])=[O:38])=[CH:36][C:31]=5[CH2:30][CH2:29][O:28]4)[C@H:15]([CH3:19])[CH2:14]2)=[CH:5][CH:4]=[C:3]3[CH2:2]1. (3) Given the reactants Cl[C:2]1[C:11]2[C:6](=[CH:7][CH:8]=[C:9]([O:12][CH2:13][CH3:14])[CH:10]=2)[N:5]=[CH:4][C:3]=1[C:15]([O:17][CH2:18][CH3:19])=[O:16].[NH3:20], predict the reaction product. The product is: [CH2:18]([O:17][C:15]([C:3]1[CH:4]=[N:5][C:6]2[C:11]([C:2]=1[NH2:20])=[CH:10][C:9]([O:12][CH2:13][CH3:14])=[CH:8][CH:7]=2)=[O:16])[CH3:19]. (4) Given the reactants [Cl:1][CH2:2][CH2:3][N:4]([CH2:25][CH2:26][Cl:27])[CH2:5][CH2:6][CH2:7][CH2:8][O:9][C:10]1[C:23]2[NH:22][C:21]3[C:16](=[CH:17][CH:18]=[CH:19][CH:20]=3)[C:15](=O)[C:14]=2[CH:13]=[CH:12][CH:11]=1.Cl.Cl.[NH2:30][C:31]1[CH:32]=[C:33]([CH:36]=[C:37]([NH2:39])[CH:38]=1)[CH2:34][OH:35].CN1CCOCC1, predict the reaction product. The product is: [NH2:30][C:31]1[CH:32]=[C:33]([CH2:34][OH:35])[CH:36]=[C:37]([NH:39][C:15]2[C:16]3[C:21]([N:22]=[C:23]4[C:14]=2[CH:13]=[CH:12][CH:11]=[C:10]4[O:9][CH2:8][CH2:7][CH2:6][CH2:5][N:4]([CH2:25][CH2:26][Cl:27])[CH2:3][CH2:2][Cl:1])=[CH:20][CH:19]=[CH:18][CH:17]=3)[CH:38]=1.